Dataset: Forward reaction prediction with 1.9M reactions from USPTO patents (1976-2016). Task: Predict the product of the given reaction. (1) Given the reactants [Cl:1][C:2]1[CH:7]=[C:6]([Cl:8])[CH:5]=[CH:4][C:3]=1[CH2:9][C:10]([C:12]1[CH:17]=[CH:16][N:15]=[CH:14][CH:13]=1)=[O:11].[Se](=O)=[O:19], predict the reaction product. The product is: [Cl:1][C:2]1[CH:7]=[C:6]([Cl:8])[CH:5]=[CH:4][C:3]=1[C:9](=[O:19])[C:10]([C:12]1[CH:17]=[CH:16][N:15]=[CH:14][CH:13]=1)=[O:11]. (2) Given the reactants [N:1]12[CH2:8][CH2:7][CH:4]([CH2:5][CH2:6]1)[CH2:3][C@H:2]2O.FC1C([O:17][C:18](=O)[O:19]C2C(F)=C(F)C(F)=C(F)C=2F)=C(F)C(F)=C(F)C=1F.[C:36]1([C@H:42]2[C:51]3[C:46](=[CH:47][CH:48]=[CH:49][CH:50]=3)[CH2:45][CH2:44][NH:43]2)[CH:41]=[CH:40][CH:39]=[CH:38][CH:37]=1.[C:52]([OH:59])(=[O:58])[CH2:53][CH2:54][C:55]([OH:57])=[O:56], predict the reaction product. The product is: [CH:39]1[CH:40]=[CH:41][C:36]([C@@H:42]2[N:43]([C:18]([O:19][C@@H:3]3[CH:4]4[CH2:7][CH2:8][N:1]([CH2:6][CH2:5]4)[CH2:2]3)=[O:17])[CH2:44][CH2:45][C:46]3[CH:47]=[CH:48][CH:49]=[CH:50][C:51]2=3)=[CH:37][CH:38]=1.[CH2:53]([C:52]([OH:59])=[O:58])[CH2:54][C:55]([OH:57])=[O:56]. (3) Given the reactants [CH2:1]([C:3]1[C:12]([NH2:13])=[C:11]2[C:6]([CH:7]=[CH:8][CH:9]=[N:10]2)=[CH:5][CH:4]=1)[CH3:2].[C:14]1([S:20](Cl)(=[O:22])=[O:21])[CH:19]=[CH:18][CH:17]=[CH:16][CH:15]=1, predict the reaction product. The product is: [CH2:1]([C:3]1[C:12]([NH:13][S:20]([C:14]2[CH:19]=[CH:18][CH:17]=[CH:16][CH:15]=2)(=[O:22])=[O:21])=[C:11]2[C:6]([CH:7]=[CH:8][CH:9]=[N:10]2)=[CH:5][CH:4]=1)[CH3:2].